Dataset: Retrosynthesis with 50K atom-mapped reactions and 10 reaction types from USPTO. Task: Predict the reactants needed to synthesize the given product. Given the product CCC(=O)C1=C(O)CC(c2ccc(Sc3ncc(C(F)(F)F)cc3F)cc2)CC1=O, predict the reactants needed to synthesize it. The reactants are: CCC(=O)C1=C(O)CC(c2ccc(S)cc2)CC1=O.Fc1cc(C(F)(F)F)cnc1F.